This data is from Full USPTO retrosynthesis dataset with 1.9M reactions from patents (1976-2016). The task is: Predict the reactants needed to synthesize the given product. (1) Given the product [CH3:1][C:2]1[N:3]=[C:4]([C:11]2[CH:16]=[CH:15][C:14]([C:17]([F:20])([F:19])[F:18])=[CH:13][CH:12]=2)[S:5][C:6]=1[CH:7]([CH3:10])[CH2:8][OH:9], predict the reactants needed to synthesize it. The reactants are: [CH3:1][C:2]1[N:3]=[C:4]([C:11]2[CH:16]=[CH:15][C:14]([C:17]([F:20])([F:19])[F:18])=[CH:13][CH:12]=2)[S:5][C:6]=1[CH:7]([CH3:10])[CH:8]=[O:9]. (2) Given the product [C:8]12([C:18]3[CH:19]=[C:20]([CH:32]([OH:33])[C:34]4[CH:35]=[N:36][CH:37]=[CH:38][CH:39]=4)[CH:21]=[CH:22][C:23]=3[OH:24])[CH2:9][CH:10]3[CH2:16][CH:14]([CH2:13][CH:12]([CH2:11]3)[CH2:17]1)[CH2:15]2, predict the reactants needed to synthesize it. The reactants are: C1(O)C=CC=CC=1.[C:8]12([C:18]3[CH:19]=[C:20]([CH:32]([C:34]4[CH:35]=[N:36][CH:37]=[CH:38][CH:39]=4)[OH:33])[CH:21]=[CH:22][C:23]=3[O:24][Si](C(C)(C)C)(C)C)[CH2:17][CH:12]3[CH2:13][CH:14]([CH2:16][CH:10]([CH2:11]3)[CH2:9]1)[CH2:15]2.[F-].C([N+](CCCC)(CCCC)CCCC)CCC.